This data is from M1 muscarinic receptor agonist screen with 61,833 compounds. The task is: Binary Classification. Given a drug SMILES string, predict its activity (active/inactive) in a high-throughput screening assay against a specified biological target. The compound is S(CC(=O)NC1CCCCC1)c1n(c(nn1)CNS(=O)(=O)C)c1ccc(F)cc1. The result is 0 (inactive).